From a dataset of CYP1A2 inhibition data for predicting drug metabolism from PubChem BioAssay. Regression/Classification. Given a drug SMILES string, predict its absorption, distribution, metabolism, or excretion properties. Task type varies by dataset: regression for continuous measurements (e.g., permeability, clearance, half-life) or binary classification for categorical outcomes (e.g., BBB penetration, CYP inhibition). Dataset: cyp1a2_veith. (1) The molecule is Cc1ccc(C(=O)Nc2cc3c(oc2=O)CCCC3=O)cc1. The result is 1 (inhibitor). (2) The compound is NCC[C@H](O)C(=O)N[C@H]1C[C@@H](N)[C@@H](O[C@H]2O[C@@H](CN)[C@@H](O)[C@@H](O)[C@@H]2O)[C@@H](O)[C@@H]1O[C@H]1O[C@@H](CO)[C@@H](O)[C@@H](N)[C@@H]1O.O. The result is 0 (non-inhibitor). (3) The compound is N#Cc1c(NC(=O)C(F)(F)F)sc2c3c(=O)c4ccccc4c(=O)c=3oc3ccccc3c12. The result is 1 (inhibitor). (4) The compound is CC[C@H](C)[C@@H]1CN[C@H](C(=O)O)[C@H]1CC(=O)O. The result is 0 (non-inhibitor). (5) The molecule is CCCCCCCCN[C@@H](C)[C@H](O)c1ccc(SC(C)C)cc1. The result is 1 (inhibitor). (6) The result is 1 (inhibitor). The molecule is C[C@H](NC[C@H](O)CP(=O)(O)CC1CCCCC1)c1ccc(Cl)c(Cl)c1.